This data is from Peptide-MHC class II binding affinity with 134,281 pairs from IEDB. The task is: Regression. Given a peptide amino acid sequence and an MHC pseudo amino acid sequence, predict their binding affinity value. This is MHC class II binding data. (1) The peptide sequence is KLTITGKGTLDGQGK. The MHC is HLA-DQA10102-DQB10502 with pseudo-sequence HLA-DQA10102-DQB10502. The binding affinity (normalized) is 0. (2) The peptide sequence is TGVAVSRGTAKLRWF. The MHC is HLA-DQA10501-DQB10302 with pseudo-sequence HLA-DQA10501-DQB10302. The binding affinity (normalized) is 0.430.